Binary Classification. Given a drug SMILES string, predict its activity (active/inactive) in a high-throughput screening assay against a specified biological target. From a dataset of KCNQ2 potassium channel screen with 302,405 compounds. (1) The molecule is S(=O)(=O)(N1CCN(CC1)C=O)c1c(c(N(S(=O)(=O)c2ccc(cc2)C)C)c(cc1)C)C. The result is 0 (inactive). (2) The drug is O(c1c(cc2c(c1)cccc2)C(=O)NNC(=O)c1c(O)cccc1)C. The result is 0 (inactive). (3) The drug is S(=O)(=O)(N1CCC(CC1)C(=O)NCc1ccc(F)cc1)c1cc2NC(=O)COc2cc1. The result is 0 (inactive). (4) The molecule is S(=O)(=O)(N(C)C)c1cc(NC(=O)COC(=O)C2CN(C(=O)C2)c2cc3OCCOc3cc2)c(cc1)C. The result is 0 (inactive). (5) The drug is S(=O)(=O)(NCCOc1ccc(OCCCC)cc1)N(C)C. The result is 0 (inactive). (6) The drug is O(CCCCCOc1c(P(OCC)(O)=O)cccc1)c1c(P(OCC)(O)=O)cccc1. The result is 0 (inactive). (7) The result is 0 (inactive). The compound is O=C1NCCN(C1CC(=O)N(Cc1oncc1)C)CC(c1ccccc1)c1ccccc1. (8) The compound is O=N/C=c1/[nH]c2c(cc1)cccc2. The result is 0 (inactive).